From a dataset of Peptide-MHC class I binding affinity with 185,985 pairs from IEDB/IMGT. Regression. Given a peptide amino acid sequence and an MHC pseudo amino acid sequence, predict their binding affinity value. This is MHC class I binding data. (1) The peptide sequence is ETNIGCAVNT. The MHC is HLA-A02:02 with pseudo-sequence HLA-A02:02. The binding affinity (normalized) is 0. (2) The peptide sequence is RQAPTAFEF. The MHC is Mamu-B3901 with pseudo-sequence Mamu-B3901. The binding affinity (normalized) is 0.744. (3) The peptide sequence is MYPSCCCTK. The MHC is HLA-A02:01 with pseudo-sequence HLA-A02:01. The binding affinity (normalized) is 0. (4) The peptide sequence is GEGGVGSIL. The MHC is HLA-B40:01 with pseudo-sequence HLA-B40:01. The binding affinity (normalized) is 0.678. (5) The MHC is HLA-B15:09 with pseudo-sequence HLA-B15:09. The peptide sequence is RSLYNTVATLY. The binding affinity (normalized) is 0.0847. (6) The peptide sequence is FAAFYFVFI. The MHC is HLA-C12:03 with pseudo-sequence HLA-C12:03. The binding affinity (normalized) is 1.00. (7) The peptide sequence is KSINKVYGK. The MHC is Patr-A0301 with pseudo-sequence Patr-A0301. The binding affinity (normalized) is 0.619.